From a dataset of Reaction yield outcomes from USPTO patents with 853,638 reactions. Predict the reaction yield, written as a fraction of the theoretical maximum amount of product (1.0 means a 100% yield; for example, 0.34 means a 34% yield). (1) The product is [CH2:18]([O:8][C:5]1[CH:6]=[CH:7][C:2]([Br:1])=[CH:3][C:4]=1[N+:9]([O-:11])=[O:10])[C:19]1[CH:24]=[CH:23][CH:22]=[CH:21][CH:20]=1. The catalyst is CN(C=O)C. The reactants are [Br:1][C:2]1[CH:7]=[CH:6][C:5]([OH:8])=[C:4]([N+:9]([O-:11])=[O:10])[CH:3]=1.C([O-])([O-])=O.[K+].[K+].[CH2:18](Cl)[C:19]1[CH:24]=[CH:23][CH:22]=[CH:21][CH:20]=1. The yield is 1.00. (2) The reactants are Br[CH2:2][C:3]1[CH:10]=[CH:9][CH:8]=[CH:7][C:4]=1[C:5]#[N:6].[N-:11]=[N+:12]=[N-:13].[Na+]. The catalyst is CC(C)=O. The product is [N:11]([CH2:2][C:3]1[CH:10]=[CH:9][CH:8]=[CH:7][C:4]=1[C:5]#[N:6])=[N+:12]=[N-:13]. The yield is 0.880. (3) The reactants are C([O:9][C:10]1[C:11]([CH3:17])=[N:12][N:13]([CH3:16])[C:14]=1[CH3:15])(=O)C1C=CC=CC=1.[OH-].[Na+]. The catalyst is C(O)C. The product is [CH3:16][N:13]1[C:14]([CH3:15])=[C:10]([OH:9])[C:11]([CH3:17])=[N:12]1. The yield is 0.780. (4) The reactants are [C:1]([OH:9])(=O)[C:2]1[CH:7]=[CH:6][CH:5]=N[CH:3]=1.[NH2:10][C:11]1[C:19]([CH3:20])=[CH:18][C:17]([O:21][CH3:22])=[CH:16][C:12]=1[C:13]([NH2:15])=[O:14].[CH3:23]N(C(ON1N=NC2C=CC=CC1=2)=[N+](C)C)C.F[P-](F)(F)(F)(F)F.CCN(C(C)C)C(C)C. The catalyst is CN(C=O)C.O. The product is [C:1]([NH:10][C:11]1[C:19]([CH3:20])=[CH:18][C:17]([O:21][CH3:22])=[CH:16][C:12]=1[C:13]([NH2:15])=[O:14])(=[O:9])[C:2]1[CH:3]=[CH:23][CH:5]=[CH:6][CH:7]=1. The yield is 0.585. (5) The reactants are [CH2:1]([NH:8][CH2:9][C@@H:10]([C:19]1[CH:28]=[CH:27][C:26]([O:29][CH2:30][C:31]2[CH:36]=[CH:35][CH:34]=[CH:33][CH:32]=2)=[C:25]2[C:20]=1[CH:21]=[CH:22][C:23](=[O:37])[NH:24]2)[O:11][Si:12]([C:15]([CH3:18])([CH3:17])[CH3:16])([CH3:14])[CH3:13])[C:2]1[CH:7]=[CH:6][CH:5]=[CH:4][CH:3]=1.C(O)(=O)C.O=[CH:43][CH2:44][CH2:45][CH2:46][CH2:47][CH2:48][CH2:49][CH2:50][CH2:51][N:52]1[CH2:57][CH2:56][CH:55]([O:58][C:59](=[O:73])[NH:60][C:61]2[CH:66]=[CH:65][CH:64]=[CH:63][C:62]=2[C:67]2[CH:72]=[CH:71][CH:70]=[CH:69][CH:68]=2)[CH2:54][CH2:53]1.C(O[BH-](OC(=O)C)OC(=O)C)(=O)C.[Na+].C(=O)(O)[O-].[Na+]. The catalyst is ClCCl. The product is [CH2:1]([N:8]([CH2:9][C@@H:10]([C:19]1[CH:28]=[CH:27][C:26]([O:29][CH2:30][C:31]2[CH:32]=[CH:33][CH:34]=[CH:35][CH:36]=2)=[C:25]2[C:20]=1[CH:21]=[CH:22][C:23](=[O:37])[NH:24]2)[O:11][Si:12]([C:15]([CH3:18])([CH3:17])[CH3:16])([CH3:14])[CH3:13])[CH2:43][CH2:44][CH2:45][CH2:46][CH2:47][CH2:48][CH2:49][CH2:50][CH2:51][N:52]1[CH2:53][CH2:54][CH:55]([O:58][C:59](=[O:73])[NH:60][C:61]2[CH:66]=[CH:65][CH:64]=[CH:63][C:62]=2[C:67]2[CH:68]=[CH:69][CH:70]=[CH:71][CH:72]=2)[CH2:56][CH2:57]1)[C:2]1[CH:7]=[CH:6][CH:5]=[CH:4][CH:3]=1. The yield is 0.800. (6) The reactants are CS(O[CH:6]1[CH2:11][CH2:10][N:9]([C:12]2[S:13][CH:14]=[C:15]([C:17]([O:19][CH2:20][C:21]3[CH:26]=[CH:25][C:24]([N+:27]([O-:29])=[O:28])=[CH:23][CH:22]=3)=[O:18])[N:16]=2)[CH2:8][CH2:7]1)(=O)=O.[C:30]([O-:33])(=[S:32])[CH3:31].[K+]. The catalyst is CN(C)C=O. The product is [C:30]([S:32][CH:6]1[CH2:11][CH2:10][N:9]([C:12]2[S:13][CH:14]=[C:15]([C:17]([O:19][CH2:20][C:21]3[CH:22]=[CH:23][C:24]([N+:27]([O-:29])=[O:28])=[CH:25][CH:26]=3)=[O:18])[N:16]=2)[CH2:8][CH2:7]1)(=[O:33])[CH3:31]. The yield is 0.880. (7) The reactants are [CH3:1][O:2][C:3](=[O:17])[CH2:4][C:5]1[CH:10]=[CH:9][C:8]([N+:11]([O-])=O)=[CH:7][C:6]=1[N+:14]([O-])=O.[H][H]. The catalyst is C(O)C.[Pd]. The product is [CH3:1][O:2][C:3](=[O:17])[CH2:4][C:5]1[CH:10]=[CH:9][C:8]([NH2:11])=[CH:7][C:6]=1[NH2:14]. The yield is 0.940.